From a dataset of Peptide-MHC class I binding affinity with 185,985 pairs from IEDB/IMGT. Regression. Given a peptide amino acid sequence and an MHC pseudo amino acid sequence, predict their binding affinity value. This is MHC class I binding data. (1) The peptide sequence is AADSFATSY. The MHC is HLA-A03:01 with pseudo-sequence HLA-A03:01. The binding affinity (normalized) is 0.0847. (2) The peptide sequence is DISDVKVLA. The MHC is HLA-A02:03 with pseudo-sequence HLA-A02:03. The binding affinity (normalized) is 0.223. (3) The peptide sequence is GAIKNSTAI. The MHC is HLA-A68:02 with pseudo-sequence HLA-A68:02. The binding affinity (normalized) is 0.0453. (4) The peptide sequence is YARLRKEVL. The MHC is BoLA-HD6 with pseudo-sequence BoLA-HD6. The binding affinity (normalized) is 0.738. (5) The peptide sequence is VGDVYVKF. The MHC is Mamu-B52 with pseudo-sequence Mamu-B52. The binding affinity (normalized) is 0.922. (6) The peptide sequence is KMARLGKGY. The binding affinity (normalized) is 0.0847. The MHC is HLA-B07:02 with pseudo-sequence HLA-B07:02. (7) The binding affinity (normalized) is 0.137. The MHC is Mamu-A2201 with pseudo-sequence Mamu-A2201. The peptide sequence is EALAPVPIPF.